Dataset: Catalyst prediction with 721,799 reactions and 888 catalyst types from USPTO. Task: Predict which catalyst facilitates the given reaction. (1) Reactant: [C:1]([O:5][C:6](=[O:25])[NH:7][CH:8]([C:17](=[O:24])[NH:18][CH2:19][CH2:20][CH2:21][CH2:22][CH3:23])[CH2:9][C:10]1[CH:15]=[CH:14][C:13]([NH2:16])=[CH:12][CH:11]=1)([CH3:4])([CH3:3])[CH3:2].[Na+].[I-:27]. The catalyst class is: 15. Product: [C:1]([O:5][C:6](=[O:25])[NH:7][CH:8]([C:17](=[O:24])[NH:18][CH2:19][CH2:20][CH2:21][CH2:22][CH3:23])[CH2:9][C:10]1[CH:11]=[CH:12][C:13]([NH2:16])=[C:14]([I:27])[CH:15]=1)([CH3:2])([CH3:3])[CH3:4]. (2) Reactant: C([CH2:3][O:4][C:5](=[O:17])[CH2:6][CH2:7][CH2:8][CH:9]=[CH:10][C:11]1[CH:16]=[CH:15][CH:14]=[CH:13][N:12]=1)#N.C(N(CC)CC)C. Product: [N:12]1[CH:13]=[CH:14][CH:15]=[CH:16][C:11]=1[CH:10]=[CH:9][CH2:8][CH2:7][CH2:6][C:5]([O:4][CH3:3])=[O:17]. The catalyst class is: 5. (3) Product: [Br:1][C:2]1[CH:7]=[CH:6][C:5]([C:8](=[N:22][O:23][CH2:24][CH3:25])[CH:9]2[CH2:10][CH2:11][N:12]([C:15]3([CH3:21])[CH2:20][CH2:19][N:18]([C:42]([C:40]4[C:39]5[C:34](=[CH:35][CH:36]=[CH:37][CH:38]=5)[N:33]=[C:32]([C:26]5[CH:31]=[CH:30][CH:29]=[CH:28][CH:27]=5)[CH:41]=4)=[O:43])[CH2:17][CH2:16]3)[CH2:13][CH2:14]2)=[CH:4][CH:3]=1. Reactant: [Br:1][C:2]1[CH:7]=[CH:6][C:5]([C:8](=[N:22][O:23][CH2:24][CH3:25])[CH:9]2[CH2:14][CH2:13][N:12]([C:15]3([CH3:21])[CH2:20][CH2:19][NH:18][CH2:17][CH2:16]3)[CH2:11][CH2:10]2)=[CH:4][CH:3]=1.[C:26]1([C:32]2[CH:41]=[C:40]([C:42](O)=[O:43])[C:39]3[C:34](=[CH:35][CH:36]=[CH:37][CH:38]=3)[N:33]=2)[CH:31]=[CH:30][CH:29]=[CH:28][CH:27]=1.CCN(CC)CC.CN(C(ON1N=NC2C=CC=NC1=2)=[N+](C)C)C.F[P-](F)(F)(F)(F)F. The catalyst class is: 3. (4) Reactant: [CH3:1][C:2]1[CH:10]=[CH:9][CH:8]=[C:4]([C:5]([OH:7])=[O:6])[C:3]=1[OH:11].[OH-].[Na+].[O-:14]S(OOS([O-])(=O)=O)(=O)=O.[K+].[K+].Cl. Product: [OH:11][C:3]1[C:2]([CH3:1])=[CH:10][C:9]([OH:14])=[CH:8][C:4]=1[C:5]([OH:7])=[O:6]. The catalyst class is: 69.